From a dataset of Forward reaction prediction with 1.9M reactions from USPTO patents (1976-2016). Predict the product of the given reaction. Given the reactants [F:1][C:2]1[C:3]([F:25])=[CH:4][C:5]2[S:9][C:8]([NH:10][C:11]3[N:15]([CH3:16])[C:14]4[CH:17]=[CH:18][C:19]([C:21](O)=[O:22])=[CH:20][C:13]=4[N:12]=3)=[N:7][C:6]=2[CH:24]=1.CN(C(O[N:34]1N=N[C:36]2C=CC=C[C:35]1=2)=[N+](C)C)C.F[P-](F)(F)(F)(F)F.CCN(C(C)C)C(C)C, predict the reaction product. The product is: [CH2:35]([NH:34][C:21]([C:19]1[CH:18]=[CH:17][C:14]2[N:15]([CH3:16])[C:11]([NH:10][C:8]3[S:9][C:5]4[CH:4]=[C:3]([F:25])[C:2]([F:1])=[CH:24][C:6]=4[N:7]=3)=[N:12][C:13]=2[CH:20]=1)=[O:22])[CH3:36].